From a dataset of Full USPTO retrosynthesis dataset with 1.9M reactions from patents (1976-2016). Predict the reactants needed to synthesize the given product. (1) Given the product [CH2:7]([S:11][C:12]1[C:13]([CH2:14][OH:15])=[CH:17][CH:18]=[CH:19][N:20]=1)[CH2:8][CH2:9][CH3:10], predict the reactants needed to synthesize it. The reactants are: [H-].[H-].[H-].[H-].[Li+].[Al+3].[CH2:7]([S:11][C:12]1[N:20]=[CH:19][CH:18]=[CH:17][C:13]=1[C:14](O)=[O:15])[CH2:8][CH2:9][CH3:10].O. (2) Given the product [C:6]([N:8]1[CH2:13][CH2:12][CH:11]([CH:14]([NH:18][C:19]([O:21][CH2:22][CH:23]2[C:35]3[C:30](=[CH:31][CH:32]=[CH:33][CH:34]=3)[C:29]3[C:24]2=[CH:25][CH:26]=[CH:27][CH:28]=3)=[O:20])[CH2:15][OH:16])[CH2:10][CH2:9]1)([O:5][C:2]([CH3:4])([CH3:3])[CH3:1])=[O:7], predict the reactants needed to synthesize it. The reactants are: [CH3:1][C:2]([O:5][C:6]([N:8]1[CH2:13][CH2:12][CH:11]([CH:14]([NH:18][C:19]([O:21][CH2:22][CH:23]2[C:35]3[C:30](=[CH:31][CH:32]=[CH:33][CH:34]=3)[C:29]3[C:24]2=[CH:25][CH:26]=[CH:27][CH:28]=3)=[O:20])[C:15](O)=[O:16])[CH2:10][CH2:9]1)=[O:7])([CH3:4])[CH3:3].ClC(OCC)=O.[BH4-].[Na+].